Dataset: Forward reaction prediction with 1.9M reactions from USPTO patents (1976-2016). Task: Predict the product of the given reaction. (1) Given the reactants [CH2:1]([O:3][C:4]([C:6]1([C:9]2[CH:14]=[CH:13][CH:12]=[CH:11][C:10]=2Br)[CH2:8][CH2:7]1)=[O:5])[CH3:2].[B:16]1([B:16]2[O:20][C:19]([CH3:22])([CH3:21])[C:18]([CH3:24])([CH3:23])[O:17]2)[O:20][C:19]([CH3:22])([CH3:21])[C:18]([CH3:24])([CH3:23])[O:17]1, predict the reaction product. The product is: [CH2:1]([O:3][C:4]([C:6]1([C:9]2[CH:14]=[CH:13][CH:12]=[CH:11][C:10]=2[B:16]2[O:20][C:19]([CH3:22])([CH3:21])[C:18]([CH3:24])([CH3:23])[O:17]2)[CH2:8][CH2:7]1)=[O:5])[CH3:2]. (2) The product is: [CH2:1]([C:3]1[CH:12]=[CH:11][C:6]([NH:7][C:8](=[O:10])[CH3:9])=[C:5]([N+:13]([O-:15])=[O:14])[CH:4]=1)[CH3:2]. Given the reactants [CH2:1]([C:3]1[CH:12]=[CH:11][C:6]([NH:7][C:8](=[O:10])[CH3:9])=[CH:5][CH:4]=1)[CH3:2].[N+:13]([O-])([OH:15])=[O:14], predict the reaction product. (3) Given the reactants [C:1]([O:5][C:6](=[O:26])[CH2:7]/[N:8]=[CH:9]/[CH2:10][C:11]1([C:17]([CH3:25])([CH3:24])[O:18][SiH2:19][C:20]([CH3:23])([CH3:22])[CH3:21])[CH2:16][CH2:15][CH:14]=[CH:13][CH2:12]1)([CH3:4])([CH3:3])[CH3:2].[Cl:27][C:28]1[C:29]([F:46])=[C:30](/[CH:34]=[C:35](/[C:38]2[CH:43]=[CH:42][C:41]([Cl:44])=[CH:40][C:39]=2[F:45])\[C:36]#[N:37])[CH:31]=[CH:32][CH:33]=1.C(N(CC)CC)C.C1CCN2C(=NCCC2)CC1, predict the reaction product. The product is: [C:1]([O:5][C:6]([CH:7]1[CH:34]([C:30]2[CH:31]=[CH:32][CH:33]=[C:28]([Cl:27])[C:29]=2[F:46])[C:35]([C:38]2[CH:43]=[CH:42][C:41]([Cl:44])=[CH:40][C:39]=2[F:45])([C:36]#[N:37])[CH:9]([CH2:10][C:11]2([C:17]([CH3:25])([CH3:24])[O:18][SiH2:19][C:20]([CH3:23])([CH3:22])[CH3:21])[CH2:16][CH2:15][CH:14]=[CH:13][CH2:12]2)[NH:8]1)=[O:26])([CH3:3])([CH3:4])[CH3:2]. (4) Given the reactants [CH3:1][O:2][C:3]1[CH:11]=[CH:10][C:6]([C:7](O)=[O:8])=[CH:5][C:4]=1[O:12][CH2:13][CH2:14][CH2:15][O:16][CH3:17].C(Cl)(=O)C([Cl:21])=O, predict the reaction product. The product is: [CH3:1][O:2][C:3]1[CH:11]=[CH:10][C:6]([C:7]([Cl:21])=[O:8])=[CH:5][C:4]=1[O:12][CH2:13][CH2:14][CH2:15][O:16][CH3:17]. (5) Given the reactants [CH2:1]([O:3][C:4]1[C:8]([CH2:9][CH2:10][CH2:11][OH:12])=[CH:7][N:6]([C:13]2[CH:18]=[CH:17][C:16]([C:19]([F:22])([F:21])[F:20])=[CH:15][N:14]=2)[N:5]=1)[CH3:2].O[C:24]1[CH:25]=[C:26]([CH2:30][CH2:31][C:32]([O:34]C)=[O:33])[CH:27]=[CH:28][CH:29]=1.C(P(CCCC)CCCC)CCC.N(C(N1CCCCC1)=O)=NC(N1CCCCC1)=O, predict the reaction product. The product is: [CH2:1]([O:3][C:4]1[C:8]([CH2:9][CH2:10][CH2:11][O:12][C:28]2[CH:27]=[C:26]([CH2:30][CH2:31][C:32]([OH:34])=[O:33])[CH:25]=[CH:24][CH:29]=2)=[CH:7][N:6]([C:13]2[CH:18]=[CH:17][C:16]([C:19]([F:21])([F:20])[F:22])=[CH:15][N:14]=2)[N:5]=1)[CH3:2]. (6) Given the reactants [CH3:1][O:2][C:3](=[O:18])[CH:4]([C:11]1[CH:16]=[CH:15][C:14](I)=[CH:13][CH:12]=1)[CH2:5][CH:6]1[CH2:10][CH2:9][CH2:8][CH2:7]1.[CH2:19]([O:22][CH3:23])[C:20]#[CH:21], predict the reaction product. The product is: [CH3:1][O:2][C:3](=[O:18])[CH:4]([C:11]1[CH:16]=[CH:15][C:14]([C:21]#[C:20][CH2:19][O:22][CH3:23])=[CH:13][CH:12]=1)[CH2:5][CH:6]1[CH2:10][CH2:9][CH2:8][CH2:7]1. (7) Given the reactants [Cl:1][C:2]1[CH:3]=[C:4]([C:9]2[O:10][C:11]([CH2:14][CH3:15])=[CH:12][N:13]=2)[CH:5]=[N:6][C:7]=1Cl.[NH:16]1[CH2:19][CH:18]([C:20]([OH:22])=[O:21])[CH2:17]1.CCN(C(C)C)C(C)C, predict the reaction product. The product is: [Cl:1][C:2]1[C:7]([N:16]2[CH2:19][CH:18]([C:20]([OH:22])=[O:21])[CH2:17]2)=[N:6][CH:5]=[C:4]([C:9]2[O:10][C:11]([CH2:14][CH3:15])=[CH:12][N:13]=2)[CH:3]=1. (8) Given the reactants [NH2:1][C:2]1[S:3][CH:4]=[C:5]([C:7]2[CH:16]=[CH:15][C:14]3[CH2:13][CH2:12][CH2:11][CH2:10][C:9]=3[CH:8]=2)[N:6]=1.[C:17]1(=[O:27])[O:22][C:20](=[O:21])[C:19]2=[CH:23][CH:24]=[CH:25][CH:26]=[C:18]12, predict the reaction product. The product is: [CH:8]1[C:9]2[CH2:10][CH2:11][CH2:12][CH2:13][C:14]=2[CH:15]=[CH:16][C:7]=1[C:5]1[N:6]=[C:2]([NH:1][C:17]([C:18]2[CH:26]=[CH:25][CH:24]=[CH:23][C:19]=2[C:20]([OH:22])=[O:21])=[O:27])[S:3][CH:4]=1.